This data is from Full USPTO retrosynthesis dataset with 1.9M reactions from patents (1976-2016). The task is: Predict the reactants needed to synthesize the given product. (1) Given the product [Br:1][C:2]1[CH:11]=[CH:10][C:5]([C:6]([O:8][CH3:9])=[O:7])=[C:4]([N+:12]([O-:14])=[O:13])[C:3]=1[NH:15][CH2:16][C:17]([CH3:20])([CH3:19])[CH3:18], predict the reactants needed to synthesize it. The reactants are: [Br:1][C:2]1[CH:11]=[CH:10][C:5]([C:6]([O:8][CH3:9])=[O:7])=[C:4]([N+:12]([O-:14])=[O:13])[C:3]=1[NH:15][C:16](=O)[C:17]([CH3:20])([CH3:19])[CH3:18].CSC.B.C([O-])(O)=O.[Na+]. (2) Given the product [F:45][C:2]([F:1])([F:44])[C:3]1[CH:4]=[C:5]([C:13]([CH3:42])([CH3:43])[C:14]([N:16]([C:18]2[C:19]([C:34]3[CH:39]=[CH:38][C:37]([F:40])=[CH:36][C:35]=3[CH3:41])=[CH:20][C:21]([N:24]3[CH2:25][CH2:26][CH:27]([CH2:30][S:31]([CH3:33])(=[O:54])=[O:32])[CH2:28][CH2:29]3)=[N:22][CH:23]=2)[CH3:17])=[O:15])[CH:6]=[C:7]([C:9]([F:10])([F:11])[F:12])[CH:8]=1, predict the reactants needed to synthesize it. The reactants are: [F:1][C:2]([F:45])([F:44])[C:3]1[CH:4]=[C:5]([C:13]([CH3:43])([CH3:42])[C:14]([N:16]([C:18]2[C:19]([C:34]3[CH:39]=[CH:38][C:37]([F:40])=[CH:36][C:35]=3[CH3:41])=[CH:20][C:21]([N:24]3[CH2:29][CH2:28][CH:27]([CH2:30][S:31]([CH3:33])=[O:32])[CH2:26][CH2:25]3)=[N:22][CH:23]=2)[CH3:17])=[O:15])[CH:6]=[C:7]([C:9]([F:12])([F:11])[F:10])[CH:8]=1.ClC1C=CC=C(C(OO)=[O:54])C=1.S([O-])(O)=O.[Na+]. (3) Given the product [CH3:16][N:2]([CH3:1])[CH:3]([C:5]1[CH:6]=[C:7]([CH:13]=[CH:14][CH:15]=1)[O:8][CH2:9][CH2:10][CH2:11][NH:12][C:26](=[O:27])[CH2:25][CH2:24][CH2:23][CH2:22][CH:21]1[CH2:17][CH2:18][S:19][S:20]1)[CH3:4], predict the reactants needed to synthesize it. The reactants are: [CH3:1][N:2]([CH3:16])[CH:3]([C:5]1[CH:6]=[C:7]([CH:13]=[CH:14][CH:15]=1)[O:8][CH2:9][CH2:10][CH2:11][NH2:12])[CH3:4].[CH2:17]1[C@@H:21]([CH2:22][CH2:23][CH2:24][CH2:25][C:26](O)=[O:27])[S:20][S:19][CH2:18]1.